The task is: Regression. Given two drug SMILES strings and cell line genomic features, predict the synergy score measuring deviation from expected non-interaction effect.. This data is from NCI-60 drug combinations with 297,098 pairs across 59 cell lines. Drug 1: CN(CCCl)CCCl.Cl. Drug 2: COC1=C2C(=CC3=C1OC=C3)C=CC(=O)O2. Cell line: COLO 205. Synergy scores: CSS=34.1, Synergy_ZIP=-8.92, Synergy_Bliss=0.904, Synergy_Loewe=-19.3, Synergy_HSA=-0.475.